From a dataset of Catalyst prediction with 721,799 reactions and 888 catalyst types from USPTO. Predict which catalyst facilitates the given reaction. (1) Reactant: [CH3:1][O:2][C:3]([C:5]1[C@@H:6]([C:23]2[CH:28]=[CH:27][C:26]([C:29]#[N:30])=[CH:25][CH:24]=2)[NH:7][C:8](=O)[N:9]([C:12]2[CH:17]=[CH:16][CH:15]=[C:14]([C:18]([F:21])([F:20])[F:19])[CH:13]=2)[C:10]=1[CH3:11])=[O:4].COC1C=CC(P2(SP(C3C=CC(OC)=CC=3)(=S)S2)=[S:40])=CC=1. Product: [CH3:1][O:2][C:3]([C:5]1[C@@H:6]([C:23]2[CH:28]=[CH:27][C:26]([C:29]#[N:30])=[CH:25][CH:24]=2)[NH:7][C:8](=[S:40])[N:9]([C:12]2[CH:17]=[CH:16][CH:15]=[C:14]([C:18]([F:21])([F:20])[F:19])[CH:13]=2)[C:10]=1[CH3:11])=[O:4]. The catalyst class is: 11. (2) Reactant: [F:1][CH2:2][CH2:3][OH:4].Cl[C:6]1[N:11]=[CH:10][C:9]([C:12]#[C:13][C:14]2[CH:19]=[CH:18][C:17]([CH:20]([CH3:26])[C:21]([NH:23][CH2:24][CH3:25])=[O:22])=[CH:16][CH:15]=2)=[CH:8][N:7]=1.[H-].[Na+]. Product: [CH2:24]([NH:23][C:21](=[O:22])[CH:20]([C:17]1[CH:16]=[CH:15][C:14]([C:13]#[C:12][C:9]2[CH:8]=[N:7][C:6]([O:4][CH2:3][CH2:2][F:1])=[N:11][CH:10]=2)=[CH:19][CH:18]=1)[CH3:26])[CH3:25]. The catalyst class is: 12. (3) Reactant: [F:1][C:2]1[CH:3]=[C:4]([C@H:9]2[N:14](CC(NC3C=C4C(=CC=3)C[C@@]3(C(=O)NC(=O)N3C)C4)=O)[C:13](=[O:35])[C:12]([CH3:37])([CH3:36])[S:11][CH2:10]2)[CH:5]=[C:6]([F:8])[CH:7]=1.ClC1C=C(C=CC=1)C(OO)=O.[OH-].[Ca+2].[OH-]. Product: [F:8][C:6]1[CH:5]=[C:4]([CH:9]2[NH:14][C:13](=[O:35])[C:12]([CH3:37])([CH3:36])[S:11][CH2:10]2)[CH:3]=[C:2]([F:1])[CH:7]=1. The catalyst class is: 22. (4) Reactant: Br[C:2]1[CH:3]=[C:4]2[C:9](=[CH:10][C:11]=1[O:12][CH:13]([F:15])[F:14])[N:8]([C:16]1[C:20]3[CH2:21][N:22]([C:25](=[O:27])[CH3:26])[CH2:23][CH2:24][C:19]=3[N:18]([CH:28]3[CH2:33][CH2:32][O:31][CH2:30][CH2:29]3)[N:17]=1)[CH2:7][CH2:6][CH2:5]2.[CH3:34][N:35]1[CH:39]=[C:38](B2OC(C)(C)C(C)(C)O2)[CH:37]=[N:36]1.C([O-])([O-])=O.[Na+].[Na+]. Product: [F:14][CH:13]([F:15])[O:12][C:11]1[CH:10]=[C:9]2[C:4]([CH2:5][CH2:6][CH2:7][N:8]2[C:16]2[C:20]3[CH2:21][N:22]([C:25](=[O:27])[CH3:26])[CH2:23][CH2:24][C:19]=3[N:18]([CH:28]3[CH2:33][CH2:32][O:31][CH2:30][CH2:29]3)[N:17]=2)=[CH:3][C:2]=1[C:38]1[CH:37]=[N:36][N:35]([CH3:34])[CH:39]=1. The catalyst class is: 117. (5) Reactant: [Cl:1][C:2]1[CH:7]=[CH:6][CH:5]=[C:4]([Cl:8])[C:3]=1[C:9]1[N:10](O)[C:11]2[C:17]3[CH:18]=[CH:19][N:20]=[CH:21][C:16]=3[NH:15][C:14]3[N:22]=[CH:23][CH:24]=[CH:25][C:13]=3[C:12]=2[N:26]=1.P(OCC)(OCC)OCC. Product: [ClH:1].[ClH:1].[Cl:8][C:4]1[CH:5]=[CH:6][CH:7]=[C:2]([Cl:1])[C:3]=1[C:9]1[NH:10][C:11]2[C:17]3[CH:18]=[CH:19][N:20]=[CH:21][C:16]=3[NH:15][C:14]3[N:22]=[CH:23][CH:24]=[CH:25][C:13]=3[C:12]=2[N:26]=1. The catalyst class is: 9. (6) Reactant: CC1C=CC(S(O[CH2:12][CH2:13][O:14][CH2:15][CH2:16][O:17][CH2:18][CH2:19][O:20][CH2:21][CH2:22][N:23]2[C:31](=[O:32])[C:30]3[C:25](=[CH:26][CH:27]=[CH:28][CH:29]=3)[C:24]2=[O:33])(=O)=O)=CC=1.[C:34]([N:41]1[CH2:46][CH2:45][NH:44][CH2:43][CH2:42]1)([O:36][C:37]([CH3:40])([CH3:39])[CH3:38])=[O:35].C([O-])([O-])=O.[K+].[K+]. Product: [O:32]=[C:31]1[C:30]2[C:25](=[CH:26][CH:27]=[CH:28][CH:29]=2)[C:24](=[O:33])[N:23]1[CH2:22][CH2:21][O:20][CH2:19][CH2:18][O:17][CH2:16][CH2:15][O:14][CH2:13][CH2:12][N:44]1[CH2:43][CH2:42][N:41]([C:34]([O:36][C:37]([CH3:40])([CH3:39])[CH3:38])=[O:35])[CH2:46][CH2:45]1. The catalyst class is: 12. (7) Reactant: [OH:1][N:2]1[C:6](=[O:7])[CH2:5][CH2:4][C:3]1=[O:8].C(N=C=NC(C)C)(C)C.[CH3:18][C@H:19]([C:32]([OH:34])=[O:33])[C:20]1[CH:21]=[CH:22][C:23]2[CH:24]=[C:25]([O:30][CH3:31])[CH:26]=[CH:27][C:28]=2[CH:29]=1. Product: [CH3:18][C@H:19]([C:32]([OH:34])=[O:33])[C:20]1[CH:21]=[CH:22][C:23]2[CH:24]=[C:25]([O:30][CH3:31])[CH:26]=[CH:27][C:28]=2[CH:29]=1.[OH:1][N:2]1[C:6](=[O:7])[CH2:5][CH2:4][C:3]1=[O:8]. The catalyst class is: 22.